This data is from Full USPTO retrosynthesis dataset with 1.9M reactions from patents (1976-2016). The task is: Predict the reactants needed to synthesize the given product. (1) Given the product [Cl:12][C:13]1[CH:18]=[CH:17][C:16]([C:19]2[NH:1][C:2]3[N:6]([N:5]=[CH:4][C:3]=3[C:7]([O:9][CH2:10][CH3:11])=[O:8])[C:21](=[O:22])[CH:20]=2)=[CH:15][C:14]=1[O:27][CH3:28], predict the reactants needed to synthesize it. The reactants are: [NH2:1][C:2]1[NH:6][N:5]=[CH:4][C:3]=1[C:7]([O:9][CH2:10][CH3:11])=[O:8].[Cl:12][C:13]1[CH:18]=[CH:17][C:16]([C:19](=O)[CH2:20][C:21](OCC)=[O:22])=[CH:15][C:14]=1[O:27][CH3:28]. (2) The reactants are: [N+:1]([C:4]1[CH:12]=[C:11]2[C:7]([C:8](=[S:19])[NH:9][N:10]2[C:13]2[CH:18]=[CH:17][CH:16]=[CH:15][CH:14]=2)=[CH:6][CH:5]=1)([O-:3])=[O:2].[C:20]([O-])([O-])=O.[Cs+].[Cs+].IC. Given the product [CH3:20][S:19][C:8]1[C:7]2[C:11](=[CH:12][C:4]([N+:1]([O-:3])=[O:2])=[CH:5][CH:6]=2)[N:10]([C:13]2[CH:18]=[CH:17][CH:16]=[CH:15][CH:14]=2)[N:9]=1, predict the reactants needed to synthesize it. (3) Given the product [NH2:1][C:2]1[CH:10]=[C:9]([F:11])[C:8]([Br:12])=[CH:7][C:3]=1[C:4]([OH:6])=[O:5], predict the reactants needed to synthesize it. The reactants are: [NH2:1][C:2]1[CH:10]=[C:9]([F:11])[CH:8]=[CH:7][C:3]=1[C:4]([OH:6])=[O:5].[Br:12]N1C(=O)CCC1=O.